This data is from Catalyst prediction with 721,799 reactions and 888 catalyst types from USPTO. The task is: Predict which catalyst facilitates the given reaction. (1) Reactant: [CH:1]([O:4][C:5]1[CH:13]=[CH:12][C:11]([N+:14]([O-])=O)=[CH:10][C:6]=1[C:7]([OH:9])=[O:8])([CH3:3])[CH3:2]. Product: [NH2:14][C:11]1[CH:12]=[CH:13][C:5]([O:4][CH:1]([CH3:3])[CH3:2])=[C:6]([CH:10]=1)[C:7]([OH:9])=[O:8]. The catalyst class is: 50. (2) Reactant: [CH3:1][S:2][C:3]1[N:8]=[C:7]([C:9]#[C:10][Si](C)(C)C)[CH:6]=[CH:5][N:4]=1.[F-].[K+]. Product: [C:9]([C:7]1[CH:6]=[CH:5][N:4]=[C:3]([S:2][CH3:1])[N:8]=1)#[CH:10]. The catalyst class is: 5. (3) Reactant: [Cl:1][C:2]1[N:7]=[CH:6][C:5]2[C:8](I)=[CH:9][N:10]([CH:11]([CH3:13])[CH3:12])[C:4]=2[CH:3]=1.[C:15]([NH2:18])(=[O:17])[CH3:16].CN[C@@H]1CCCC[C@H]1NC.[O-]P(OP(OP([O-])([O-])=O)([O-])=O)(=O)[O-].[K+].[K+].[K+].[K+].[K+]. Product: [Cl:1][C:2]1[N:7]=[CH:6][C:5]2[C:8]([NH:18][C:15](=[O:17])[CH3:16])=[CH:9][N:10]([CH:11]([CH3:13])[CH3:12])[C:4]=2[CH:3]=1. The catalyst class is: 321.